Dataset: Catalyst prediction with 721,799 reactions and 888 catalyst types from USPTO. Task: Predict which catalyst facilitates the given reaction. (1) Reactant: [Sn](Cl)(Cl)(Cl)Cl.[C:6](Cl)(=[O:8])[CH3:7].[S:10]1[C:14]([NH:15][S:16]([CH2:19][CH3:20])(=[O:18])=[O:17])=[CH:13][C:12]2[CH:21]=[CH:22][CH:23]=[CH:24][C:11]1=2.O. Product: [C:6]([C:13]1[C:12]2[CH:21]=[CH:22][CH:23]=[CH:24][C:11]=2[S:10][C:14]=1[NH:15][S:16]([CH2:19][CH3:20])(=[O:18])=[O:17])(=[O:8])[CH3:7]. The catalyst class is: 4. (2) Reactant: [CH3:1][S:2]([OH:5])(=[O:4])=[O:3].C(OC([NH:13][C@@H:14]1[CH2:19][CH2:18][CH2:17][N:16]([C:20]2[C:32]([CH2:33][C:34]3[CH:39]=[C:38]([F:40])[CH:37]=[CH:36][C:35]=3[Cl:41])=[C:23]3[C:24](=[O:31])[NH:25][C:26]([C:28]([OH:30])=[O:29])=[CH:27][N:22]3[N:21]=2)[CH2:15]1)=O)(C)(C)C. Product: [CH3:1][S:2]([OH:5])(=[O:4])=[O:3].[NH2:13][C@@H:14]1[CH2:19][CH2:18][CH2:17][N:16]([C:20]2[C:32]([CH2:33][C:34]3[CH:39]=[C:38]([F:40])[CH:37]=[CH:36][C:35]=3[Cl:41])=[C:23]3[C:24](=[O:31])[NH:25][C:26]([C:28]([OH:30])=[O:29])=[CH:27][N:22]3[N:21]=2)[CH2:15]1. The catalyst class is: 22. (3) Reactant: [C:1]1([C:7]2[CH:8]=[C:9]([C:16]3[O:20][N:19]=[C:18]([C:21]4[CH:22]=[C:23]5[C:27](=[CH:28][CH:29]=4)[NH:26][CH:25]=[CH:24]5)[N:17]=3)[S:10][C:11]=2[C:12]([F:15])([F:14])[F:13])[CH:6]=[CH:5][CH:4]=[CH:3][CH:2]=1.C1C(=O)N([Cl:37])C(=O)C1. Product: [Cl:37][C:24]1[C:23]2[C:27](=[CH:28][CH:29]=[C:21]([C:18]3[N:17]=[C:16]([C:9]4[S:10][C:11]([C:12]([F:15])([F:14])[F:13])=[C:7]([C:1]5[CH:2]=[CH:3][CH:4]=[CH:5][CH:6]=5)[CH:8]=4)[O:20][N:19]=3)[CH:22]=2)[NH:26][CH:25]=1. The catalyst class is: 2. (4) Reactant: C(N(CC)CC)C.Cl.[N:9]1[CH:14]=[CH:13][CH:12]=[CH:11][C:10]=1[C:15](Cl)=[O:16].[Br:18][C:19]1[CH:25]=[CH:24][C:22]([NH2:23])=[CH:21][C:20]=1[F:26]. Product: [Br:18][C:19]1[CH:25]=[CH:24][C:22]([NH:23][C:15]([C:10]2[CH:11]=[CH:12][CH:13]=[CH:14][N:9]=2)=[O:16])=[CH:21][C:20]=1[F:26]. The catalyst class is: 22. (5) Reactant: [I-].[CH3:2][S+](C)(C)=O.[H-].[Na+].[CH3:9][C:10]([C@:12]1([O:33][C:34]([CH3:36])=[O:35])[C@@:16]2([CH3:32])[CH2:17][CH2:18][C@@H:19]3[C@:29]4([CH3:30])[C:23](=[CH:24][C:25]([CH:27]=[CH:28]4)=[O:26])[C:22]([Cl:31])=[CH:21][C@H:20]3[C@@H:15]2[CH2:14][CH2:13]1)=[O:11].Cl. Product: [CH3:9][C:10]([C@:12]1([O:33][C:34]([CH3:36])=[O:35])[C@@:16]2([CH3:32])[CH2:17][CH2:18][C@@H:19]3[C@:29]4([CH3:30])[C:23](=[CH:24][C:25]([C@H:27]5[C@@H:28]4[CH2:2]5)=[O:26])[C:22]([Cl:31])=[CH:21][C@H:20]3[C@@H:15]2[CH2:14][CH2:13]1)=[O:11]. The catalyst class is: 16. (6) Reactant: [F:1][C:2]1[CH:3]=[C:4]([CH:8]2[C:15]3[CH:14]=[C:13]([C:16]([O:18]C)=[O:17])[NH:12][C:11]=3[CH2:10][CH2:9]2)[CH:5]=[CH:6][CH:7]=1.[OH-].[Li+]. Product: [F:1][C:2]1[CH:3]=[C:4]([CH:8]2[C:15]3[CH:14]=[C:13]([C:16]([OH:18])=[O:17])[NH:12][C:11]=3[CH2:10][CH2:9]2)[CH:5]=[CH:6][CH:7]=1. The catalyst class is: 5.